This data is from Full USPTO retrosynthesis dataset with 1.9M reactions from patents (1976-2016). The task is: Predict the reactants needed to synthesize the given product. (1) Given the product [F:1][C:2]1[CH:3]=[CH:4][C:5]([NH:8][C:9]([C:11]2([C:14]([NH:16][C:17]3[CH:22]=[CH:21][C:20]([O:23][C:24]4[C:33]5[C:28](=[CH:29][C:30]([O:35][CH3:36])=[C:31]([O:34][CH2:65][CH2:64][CH2:63][N:57]6[CH2:62][CH2:61][O:60][CH2:59][CH2:58]6)[CH:32]=5)[N:27]=[CH:26][N:25]=4)=[C:19]([F:37])[CH:18]=3)=[O:15])[CH2:13][CH2:12]2)=[O:10])=[CH:6][CH:7]=1, predict the reactants needed to synthesize it. The reactants are: [F:1][C:2]1[CH:7]=[CH:6][C:5]([NH:8][C:9]([C:11]2([C:14]([NH:16][C:17]3[CH:22]=[CH:21][C:20]([O:23][C:24]4[C:33]5[C:28](=[CH:29][C:30]([O:35][CH3:36])=[C:31]([OH:34])[CH:32]=5)[N:27]=[CH:26][N:25]=4)=[C:19]([F:37])[CH:18]=3)=[O:15])[CH2:13][CH2:12]2)=[O:10])=[CH:4][CH:3]=1.C1C=CC(P(C2C=CC=CC=2)C2C=CC=CC=2)=CC=1.[N:57]1([CH2:63][CH2:64][CH2:65]O)[CH2:62][CH2:61][O:60][CH2:59][CH2:58]1.CCOC(/N=N/C(OCC)=O)=O. (2) Given the product [Cl:1][C:2]1[CH:3]=[C:4]([NH:16][C:17]2[C:26]3[C:21](=[CH:22][CH:23]=[CH:24][C:25]=3[O:27][CH2:28][CH2:29][N:30]([CH2:31][CH:32]3[CH2:34][CH2:33]3)[C:35](=[O:37])[CH3:36])[N:20]=[CH:19][N:18]=2)[CH:5]=[CH:6][C:7]=1[O:8][CH2:9][C:10]1[CH:15]=[CH:14][CH:13]=[CH:12][N:11]=1, predict the reactants needed to synthesize it. The reactants are: [Cl:1][C:2]1[CH:3]=[C:4]([NH:16][C:17]2[C:26]3[C:21](=[CH:22][CH:23]=[CH:24][C:25]=3[O:27][CH2:28][CH2:29][NH:30][CH2:31][CH:32]3[CH2:34][CH2:33]3)[N:20]=[CH:19][N:18]=2)[CH:5]=[CH:6][C:7]=1[O:8][CH2:9][C:10]1[CH:15]=[CH:14][CH:13]=[CH:12][N:11]=1.[C:35](Cl)(=[O:37])[CH3:36]. (3) Given the product [OH:35][C@H:31]1[C@H:32]([OH:34])[CH2:33][N:29]([C:26]([CH:24]2[CH2:23][CH2:22][C:21]3[C:14]4[C:13]([NH:12][C:4]5[CH:5]=[C:6]6[C:10](=[CH:11][C:3]=5[O:2][CH3:1])[NH:9][N:8]=[CH:7]6)=[N:18][CH:17]=[N:16][C:15]=4[S:19][C:20]=3[CH2:25]2)=[O:28])[CH2:30]1, predict the reactants needed to synthesize it. The reactants are: [CH3:1][O:2][C:3]1[CH:11]=[C:10]2[C:6]([CH:7]=[N:8][NH:9]2)=[CH:5][C:4]=1[NH:12][C:13]1[C:14]2[C:21]3[CH2:22][CH2:23][CH:24]([C:26]([OH:28])=O)[CH2:25][C:20]=3[S:19][C:15]=2[N:16]=[CH:17][N:18]=1.[NH:29]1[CH2:33][C@@H:32]([OH:34])[C@H:31]([OH:35])[CH2:30]1. (4) Given the product [Cl:7][C:8]([Cl:13])([Cl:12])[CH:4]([OH:5])[CH:3]=[C:2]([CH3:6])[CH3:1], predict the reactants needed to synthesize it. The reactants are: [CH3:1][C:2]([CH3:6])=[CH:3][CH:4]=[O:5].[Cl:7][C:8]([Cl:13])([Cl:12])C(O)=O.ClC(Cl)(Cl)C([O-])=O.[Na+].